This data is from Catalyst prediction with 721,799 reactions and 888 catalyst types from USPTO. The task is: Predict which catalyst facilitates the given reaction. (1) Reactant: C[O:2][C:3]([C:5]1[CH:10]=[CH:9][CH:8]=[CH:7][C:6]=1[NH:11][C:12](=[O:26])/[CH:13]=[CH:14]/[C:15]1[CH:24]=[CH:23][C:22]2[C:17](=[CH:18][CH:19]=[CH:20][CH:21]=2)[C:16]=1[Br:25])=[O:4].[OH-].[Na+]. Product: [C:3]([C:5]1[CH:10]=[CH:9][CH:8]=[CH:7][C:6]=1[NH:11][C:12](=[O:26])/[CH:13]=[CH:14]/[C:15]1[CH:24]=[CH:23][C:22]2[C:17](=[CH:18][CH:19]=[CH:20][CH:21]=2)[C:16]=1[Br:25])([OH:4])=[O:2]. The catalyst class is: 5. (2) Reactant: [C:1]([O:5][C:6]([N:8]1[CH2:14][C:13]2[CH:15]=[C:16](B(O)O)[CH:17]=[CH:18][C:12]=2[O:11][CH2:10][CH2:9]1)=[O:7])([CH3:4])([CH3:3])[CH3:2].[NH2:22][C:23]1[CH:28]=[CH:27][C:26](Br)=[CH:25][N:24]=1.C(=O)([O-])[O-].[K+].[K+]. Product: [NH2:22][C:23]1[N:24]=[CH:25][C:26]([C:16]2[CH:17]=[CH:18][C:12]3[O:11][CH2:10][CH2:9][N:8]([C:6]([O:5][C:1]([CH3:4])([CH3:3])[CH3:2])=[O:7])[CH2:14][C:13]=3[CH:15]=2)=[CH:27][CH:28]=1. The catalyst class is: 108.